This data is from Full USPTO retrosynthesis dataset with 1.9M reactions from patents (1976-2016). The task is: Predict the reactants needed to synthesize the given product. (1) Given the product [Cl:15][C:11]1[CH:10]=[C:9]([C@@:5]([C@@H:16]2[CH2:21][CH2:20][CH2:19][N:18]([C:22]([O:24][C:25]([CH3:27])([CH3:26])[CH3:28])=[O:23])[CH2:17]2)([O:4][CH2:3][CH2:2][NH:1][C:37]([O:39][CH3:40])=[O:38])[CH2:6][CH2:7][CH3:8])[CH:14]=[CH:13][CH:12]=1, predict the reactants needed to synthesize it. The reactants are: [NH2:1][CH2:2][CH2:3][O:4][C@:5]([C@@H:16]1[CH2:21][CH2:20][CH2:19][N:18]([C:22]([O:24][C:25]([CH3:28])([CH3:27])[CH3:26])=[O:23])[CH2:17]1)([C:9]1[CH:14]=[CH:13][CH:12]=[C:11]([Cl:15])[CH:10]=1)[CH2:6][CH2:7][CH3:8].CCN(CC)CC.Cl[C:37]([O:39][CH3:40])=[O:38].O. (2) Given the product [F:1][C:2]1[CH:10]=[CH:9][C:8]2[N:7]([C:11]3[CH:16]=[CH:15][C:14]([OH:17])=[C:13]([F:25])[CH:12]=3)[N:6]=[CH:5][C:4]=2[C:3]=1[OH:26], predict the reactants needed to synthesize it. The reactants are: [F:1][C:2]1[CH:10]=[CH:9][C:8]2[N:7]([C:11]3[CH:16]=[CH:15][C:14]([O:17]CC4C=CC=CC=4)=[C:13]([F:25])[CH:12]=3)[N:6]=[CH:5][C:4]=2[C:3]=1[OH:26].